Predict the reaction yield, written as a fraction of the theoretical maximum amount of product (1.0 means a 100% yield; for example, 0.34 means a 34% yield). From a dataset of Reaction yield outcomes from USPTO patents with 853,638 reactions. The reactants are [N:1]1[C:9]2[CH:8]=[CH:7][N:6]=[CH:5][C:4]=2[S:3][C:2]=1[C:10]1[CH:11]=[C:12]([CH:17]=[C:18]([NH:20][C:21](=[O:34])[C:22]2[CH:27]=[C:26]([O:28][CH3:29])[C:25]([O:30][CH3:31])=[C:24]([O:32][CH3:33])[CH:23]=2)[CH:19]=1)[C:13]([O:15]C)=[O:14].O.[OH-].[Na+].Cl. The catalyst is C1COCC1. The product is [N:1]1[C:9]2[CH:8]=[CH:7][N:6]=[CH:5][C:4]=2[S:3][C:2]=1[C:10]1[CH:11]=[C:12]([CH:17]=[C:18]([NH:20][C:21](=[O:34])[C:22]2[CH:23]=[C:24]([O:32][CH3:33])[C:25]([O:30][CH3:31])=[C:26]([O:28][CH3:29])[CH:27]=2)[CH:19]=1)[C:13]([OH:15])=[O:14]. The yield is 0.780.